Dataset: Forward reaction prediction with 1.9M reactions from USPTO patents (1976-2016). Task: Predict the product of the given reaction. (1) Given the reactants [NH2:1][C:2]([CH3:25])([CH3:24])[C:3]([NH:5][C:6]1[S:7][C:8]([CH2:17][C:18]2[CH:23]=[CH:22][CH:21]=[CH:20][CH:19]=2)=[C:9]([C:11]2[CH:16]=[CH:15][CH:14]=[CH:13][CH:12]=2)[N:10]=1)=[O:4].[F:26][C:27]1[CH:32]=[CH:31][C:30]([S:33](Cl)(=[O:35])=[O:34])=[CH:29][CH:28]=1.C(N(CC)CC)C, predict the reaction product. The product is: [CH2:17]([C:8]1[S:7][C:6]([NH:5][C:3](=[O:4])[C:2]([NH:1][S:33]([C:30]2[CH:31]=[CH:32][C:27]([F:26])=[CH:28][CH:29]=2)(=[O:35])=[O:34])([CH3:25])[CH3:24])=[N:10][C:9]=1[C:11]1[CH:16]=[CH:15][CH:14]=[CH:13][CH:12]=1)[C:18]1[CH:23]=[CH:22][CH:21]=[CH:20][CH:19]=1. (2) The product is: [CH3:3][CH:4]1[CH2:8][CH2:7][CH2:6][N:5]1[CH2:9][CH2:10][CH2:11][O:12][C:13]1[CH:14]=[CH:15][C:16]([C:19]2[O:20][CH:21]=[C:22]([CH2:24][CH2:25][N:26]3[CH2:27][CH2:28][CH2:29][CH2:30]3)[N:23]=2)=[CH:17][CH:18]=1. Given the reactants [BH4-].[Na+].[CH3:3][CH:4]1[CH2:8][CH2:7][CH2:6][N:5]1[CH2:9][CH2:10][CH2:11][O:12][C:13]1[CH:18]=[CH:17][C:16]([C:19]2[O:20][CH:21]=[C:22]([CH2:24][C:25](=O)[N:26]3[CH2:30][CH2:29][CH2:28][CH2:27]3)[N:23]=2)=[CH:15][CH:14]=1.II.[OH-].[K+], predict the reaction product. (3) Given the reactants [CH2:1]([N:8]1[CH2:13][CH2:12][N:11]([C:14]([O:16][C:17]([CH3:20])([CH3:19])[CH3:18])=[O:15])[CH2:10][C@H:9]1[CH2:21][OH:22])[C:2]1[CH:7]=[CH:6][CH:5]=[CH:4][CH:3]=1.[H-].[Na+].Br[C:26]1[CH:31]=[CH:30][CH:29]=[C:28]([C:32]([F:35])([F:34])[F:33])[N:27]=1, predict the reaction product. The product is: [CH2:1]([N:8]1[CH2:13][CH2:12][N:11]([C:14]([O:16][C:17]([CH3:18])([CH3:19])[CH3:20])=[O:15])[CH2:10][C@H:9]1[CH2:21][O:22][C:26]1[CH:31]=[CH:30][CH:29]=[C:28]([C:32]([F:35])([F:34])[F:33])[N:27]=1)[C:2]1[CH:7]=[CH:6][CH:5]=[CH:4][CH:3]=1. (4) Given the reactants [C:1]([N:5]1[C:9]([C:10]2[CH:15]=[CH:14][CH:13]=[CH:12][CH:11]=2)=[CH:8][C:7]([CH:16]=[N:17]O)=[N:6]1)([CH3:4])([CH3:3])[CH3:2].[H-].[Al+3].[Li+].[H-].[H-].[H-].CCCCCC.CCOC(C)=O, predict the reaction product. The product is: [C:1]([N:5]1[C:9]([C:10]2[CH:11]=[CH:12][CH:13]=[CH:14][CH:15]=2)=[CH:8][C:7]([CH2:16][NH2:17])=[N:6]1)([CH3:4])([CH3:3])[CH3:2]. (5) The product is: [NH:1]1[C:9]2[C:4](=[CH:5][C:6]([NH:10][CH:11]3[CH2:12][CH2:13][CH2:11][N:10]([CH:6]([C:19]4[CH:18]=[CH:8][CH:9]=[CH:4][CH:3]=4)[CH3:5])[CH2:16]3)=[CH:7][CH:8]=2)[CH:3]=[N:2]1. Given the reactants [NH:1]1[C:9]2[C:4](=[CH:5][C:6]([NH:10][CH:11]3[CH2:16]CN[CH2:13][CH2:12]3)=[CH:7][CH:8]=2)[CH:3]=[N:2]1.F[C:18](F)(F)[C:19](O)=O, predict the reaction product. (6) Given the reactants [CH3:1][C:2]1[CH:10]=[CH:9][C:8]([N:11]([CH3:20])[S:12]([C:15]2[S:16][CH:17]=[CH:18][CH:19]=2)(=[O:14])=[O:13])=[C:7]2[C:3]=1[CH:4]=[C:5]([C:21]1[S:22][CH:23]([CH2:26][C:27](OCC)=[O:28])[CH2:24][N:25]=1)[NH:6]2.[BH4-].[Li+].O1CCCC1.C(O)(=O)CC(CC(O)=O)(C(O)=O)O, predict the reaction product. The product is: [OH:28][CH2:27][CH2:26][CH:23]1[S:22][C:21]([C:5]2[NH:6][C:7]3[C:3]([CH:4]=2)=[C:2]([CH3:1])[CH:10]=[CH:9][C:8]=3[N:11]([CH3:20])[S:12]([C:15]2[S:16][CH:17]=[CH:18][CH:19]=2)(=[O:14])=[O:13])=[N:25][CH2:24]1. (7) Given the reactants I[C:2]1[C:3]([C:25]2[CH:30]=[CH:29][N:28]=[CH:27][CH:26]=2)=[N:4][N:5]2[C:10]([C:11]3[CH:12]=[N:13][C:14]([N:17]4[CH2:22][C@@H:21]5[CH2:23][C@H:18]4[CH2:19][N:20]5[CH3:24])=[CH:15][CH:16]=3)=[CH:9][CH:8]=[N:7][C:6]=12.[C:31]([C:34]1[CH:35]=[C:36](B(O)O)[CH:37]=[CH:38][CH:39]=1)(=[O:33])[NH2:32], predict the reaction product. The product is: [CH3:24][N:20]1[CH2:19][C@@H:18]2[CH2:23][C@H:21]1[CH2:22][N:17]2[C:14]1[N:13]=[CH:12][C:11]([C:10]2[N:5]3[N:4]=[C:3]([C:25]4[CH:30]=[CH:29][N:28]=[CH:27][CH:26]=4)[C:2]([C:38]4[CH:39]=[C:34]([CH:35]=[CH:36][CH:37]=4)[C:31]([NH2:32])=[O:33])=[C:6]3[N:7]=[CH:8][CH:9]=2)=[CH:16][CH:15]=1. (8) Given the reactants [Cl:1][C:2]1[CH:3]=[CH:4][C:5]([CH2:23][NH:24][C:25]2[CH:30]=[CH:29][C:28](I)=[CH:27][CH:26]=2)=[C:6]([C:8]2[CH:9]=[CH:10][C:11]([C:14]([NH:16][CH2:17][CH2:18][C:19]([O:21][CH3:22])=[O:20])=[O:15])=[N:12][CH:13]=2)[CH:7]=1.[F:32][C:33]1[CH:38]=[CH:37][C:36](B(O)O)=[CH:35][C:34]=1[CH3:42].C([O-])([O-])=O.[K+].[K+].O, predict the reaction product. The product is: [Cl:1][C:2]1[CH:3]=[CH:4][C:5]([CH2:23][NH:24][C:25]2[CH:30]=[CH:29][C:28]([C:36]3[CH:37]=[CH:38][C:33]([F:32])=[C:34]([CH3:42])[CH:35]=3)=[CH:27][CH:26]=2)=[C:6]([C:8]2[CH:9]=[CH:10][C:11]([C:14]([NH:16][CH2:17][CH2:18][C:19]([O:21][CH3:22])=[O:20])=[O:15])=[N:12][CH:13]=2)[CH:7]=1.